Dataset: Reaction yield outcomes from USPTO patents with 853,638 reactions. Task: Predict the reaction yield, written as a fraction of the theoretical maximum amount of product (1.0 means a 100% yield; for example, 0.34 means a 34% yield). (1) The reactants are [CH:1]1([O:7][CH2:8][C@H:9]2[CH2:14][C@H:13]([C:15](=[O:22])[CH2:16][C:17](OCC)=[O:18])[CH2:12][CH2:11][N:10]2[C:23]([O:25][CH3:26])=[O:24])[CH2:6][CH2:5][CH2:4][CH2:3][CH2:2]1.[OH-].[Na+].[NH2:29]O.Cl. The catalyst is CO.O.C(Cl)Cl. The product is [CH:1]1([O:7][CH2:8][C@H:9]2[CH2:14][C@H:13]([C:15]3[O:22][NH:29][C:17](=[O:18])[CH:16]=3)[CH2:12][CH2:11][N:10]2[C:23]([O:25][CH3:26])=[O:24])[CH2:6][CH2:5][CH2:4][CH2:3][CH2:2]1. The yield is 0.630. (2) The yield is 0.130. The reactants are [F:1][C:2]1[CH:3]=[C:4]([CH:35]=[CH:36][CH:37]=1)[CH2:5][N:6]1[C:14]2[C:9](=[CH:10][C:11]([NH:15][C:16]3[C:21]4=[C:22]([CH2:25][N:26]5[CH2:31][CH2:30][CH:29]([C:32](O)=[O:33])[CH2:28][CH2:27]5)[CH:23]=[CH:24][N:20]4[N:19]=[CH:18][N:17]=3)=[CH:12][CH:13]=2)[CH:8]=[N:7]1.C(Cl)CCl.[NH:42]1[CH2:47][CH2:46][NH:45][CH2:44][CH2:43]1. The product is [F:1][C:2]1[CH:3]=[C:4]([CH:35]=[CH:36][CH:37]=1)[CH2:5][N:6]1[C:14]2[C:9](=[CH:10][C:11]([NH:15][C:16]3[C:21]4=[C:22]([CH2:25][N:26]5[CH2:31][CH2:30][CH:29]([C:32]([N:42]6[CH2:47][CH2:46][NH:45][CH2:44][CH2:43]6)=[O:33])[CH2:28][CH2:27]5)[CH:23]=[CH:24][N:20]4[N:19]=[CH:18][N:17]=3)=[CH:12][CH:13]=2)[CH:8]=[N:7]1. The catalyst is CN(C1C=CN=CC=1)C.C(Cl)Cl. (3) The reactants are [Br:1][C:2]1[N:3]=[C:4]([CH:13]=O)[N:5]([C:7]2[CH:12]=[CH:11][CH:10]=[CH:9][CH:8]=2)[CH:6]=1.[Cl-].[CH3:16][C:17]1[N:21]2[N:22]=[C:23]([CH2:26][P+](C3C=CC=CC=3)(C3C=CC=CC=3)C3C=CC=CC=3)[CH:24]=[CH:25][C:20]2=[N:19][C:18]=1[C:46]([F:49])([F:48])[F:47]. No catalyst specified. The product is [Br:1][C:2]1[N:3]=[C:4](/[CH:13]=[CH:26]/[C:23]2[CH:24]=[CH:25][C:20]3[N:21]([C:17]([CH3:16])=[C:18]([C:46]([F:48])([F:47])[F:49])[N:19]=3)[N:22]=2)[N:5]([C:7]2[CH:12]=[CH:11][CH:10]=[CH:9][CH:8]=2)[CH:6]=1. The yield is 0.500. (4) The reactants are [F:1][C:2]([F:22])([F:21])[C@H:3]([OH:20])[CH2:4][NH:5][CH2:6][C:7]1[CH:12]=[CH:11][CH:10]=[C:9]([O:13][C:14]([F:19])([F:18])[CH:15]([F:17])[F:16])[CH:8]=1.Cl[C:24]1[N:29]=[C:28]([O:30][C:31]2[CH:36]=[CH:35][C:34]([Cl:37])=[C:33]([CH2:38][CH3:39])[CH:32]=2)[CH:27]=[CH:26][N:25]=1.C(N(C(C)C)CC)(C)C. The catalyst is CC(O)C. The product is [Cl:37][C:34]1[CH:35]=[CH:36][C:31]([O:30][C:28]2[CH:27]=[CH:26][N:25]=[C:24]([N:5]([CH2:6][C:7]3[CH:12]=[CH:11][CH:10]=[C:9]([O:13][C:14]([F:19])([F:18])[CH:15]([F:16])[F:17])[CH:8]=3)[CH2:4][C@@H:3]([OH:20])[C:2]([F:21])([F:22])[F:1])[N:29]=2)=[CH:32][C:33]=1[CH2:38][CH3:39]. The yield is 0.410. (5) The reactants are C[N:2](C)[CH:3]=[CH:4][C:5]([C:7]1[C:12](=[O:13])[CH:11]=[CH:10][N:9]([C:14]2[CH:19]=[CH:18][CH:17]=[C:16]([C:20]([F:23])([F:22])[F:21])[CH:15]=2)[N:8]=1)=O.Cl.[CH3:26][O:27][C:28]1[CH:33]=[CH:32][C:31]([NH:34]N)=[CH:30][CH:29]=1.CCN(CC)CC. The catalyst is C(O)C. The product is [CH3:26][O:27][C:28]1[CH:33]=[CH:32][C:31]([N:34]2[C:5]([C:7]3[C:12](=[O:13])[CH:11]=[CH:10][N:9]([C:14]4[CH:19]=[CH:18][CH:17]=[C:16]([C:20]([F:23])([F:22])[F:21])[CH:15]=4)[N:8]=3)=[CH:4][CH:3]=[N:2]2)=[CH:30][CH:29]=1. The yield is 0.370. (6) The catalyst is CO. The reactants are CCN(CC)CC.[C:8]([O:12][C:13](=[O:29])[N:14]=[C:15]([NH:21][C:22]([O:24][C:25]([CH3:28])([CH3:27])[CH3:26])=[O:23])N1C=CC=N1)([CH3:11])([CH3:10])[CH3:9].[NH2:30][CH2:31][C:32]1([C:35]2[O:39][C:38]([CH:40]3[CH2:46][CH2:45][C@@H:44]4[CH2:47][N:41]3[C:42](=[O:56])[N:43]4[O:48][CH2:49][C:50]3[CH:55]=[CH:54][CH:53]=[CH:52][CH:51]=3)=[N:37][N:36]=2)[CH2:34][CH2:33]1. The product is [C:25]([O:24][C:22]([N:21]=[C:15]([NH:14][C:13]([O:12][C:8]([CH3:11])([CH3:10])[CH3:9])=[O:29])[NH:30][CH2:31][C:32]1([C:35]2[O:39][C:38]([CH:40]3[CH2:46][CH2:45][C@@H:44]4[CH2:47][N:41]3[C:42](=[O:56])[N:43]4[O:48][CH2:49][C:50]3[CH:55]=[CH:54][CH:53]=[CH:52][CH:51]=3)=[N:37][N:36]=2)[CH2:33][CH2:34]1)=[O:23])([CH3:28])([CH3:27])[CH3:26]. The yield is 0.860.